From a dataset of Full USPTO retrosynthesis dataset with 1.9M reactions from patents (1976-2016). Predict the reactants needed to synthesize the given product. (1) Given the product [ClH:23].[C:7]12([CH:17]([CH2:20][CH3:21])[C:18](=[NH:1])[NH2:19])[CH2:14][CH:13]3[CH2:12][CH:11]([CH2:10][CH:9]([CH2:15]3)[CH2:8]1)[CH2:16]2, predict the reactants needed to synthesize it. The reactants are: [NH4+:1].[Cl-].C[Al](C)C.[C:7]12([CH:17]([CH2:20][CH3:21])[C:18]#[N:19])[CH2:16][CH:11]3[CH2:12][CH:13]([CH2:15][CH:9]([CH2:10]3)[CH2:8]1)[CH2:14]2.C(Cl)(Cl)[Cl:23]. (2) Given the product [C:33]([C:32]1[CH:35]=[CH:14][N:11]2[CH2:12][CH2:13][N:8]([C:6]([O:5][C:1]([CH3:4])([CH3:3])[CH3:2])=[O:7])[CH2:9][C:10]=12)#[N:34], predict the reactants needed to synthesize it. The reactants are: [C:1]([O:5][C:6]([N:8]1[CH2:13][CH2:12][N:11]([CH:14]=O)[CH:10](C([O-])=O)[CH2:9]1)=[O:7])([CH3:4])([CH3:3])[CH3:2].[Na+].C1(C)C=CC(S(Cl)(=O)=O)=CC=1.Cl[C:32](=[CH2:35])[C:33]#[N:34].C(N(CC)CC)C. (3) Given the product [F:8][C:6]1[CH:5]=[CH:4][C:3]([N+:9]([O-:11])=[O:10])=[C:2]([CH:12]=[CH2:13])[CH:7]=1, predict the reactants needed to synthesize it. The reactants are: Br[C:2]1[CH:7]=[C:6]([F:8])[CH:5]=[CH:4][C:3]=1[N+:9]([O-:11])=[O:10].[CH2:12]([Sn](CCCC)(CCCC)C=C)[CH2:13]CC. (4) Given the product [Cl:1][C:2]1[C:10]2[N:9]=[C:8]3[N:11]([C:16]4[CH:21]=[N+:20]([O-:39])[C:19]([N:22]([CH3:24])[CH3:23])=[CH:18][C:17]=4[CH3:25])[CH2:12][CH2:13][CH2:14][CH2:15][N:7]3[C:6]=2[C:5]([CH:26]([CH2:29][CH3:30])[CH2:27][CH3:28])=[CH:4][CH:3]=1, predict the reactants needed to synthesize it. The reactants are: [Cl:1][C:2]1[C:10]2[N:9]=[C:8]3[N:11]([C:16]4[C:17]([CH3:25])=[CH:18][C:19]([N:22]([CH3:24])[CH3:23])=[N:20][CH:21]=4)[CH2:12][CH2:13][CH2:14][CH2:15][N:7]3[C:6]=2[C:5]([CH:26]([CH2:29][CH3:30])[CH2:27][CH3:28])=[CH:4][CH:3]=1.ClC1C=CC=C(C(OO)=[O:39])C=1. (5) Given the product [OH:13][C:12]1[C:6]2[C:7](=[N:8][CH:9]=[C:4]([N+:1]([O-:3])=[O:2])[CH:5]=2)[N:10]([C:21]([O:23][C:24]([CH3:27])([CH3:26])[CH3:25])=[O:22])[N:11]=1, predict the reactants needed to synthesize it. The reactants are: [N+:1]([C:4]1[CH:5]=[C:6]2[C:12]([OH:13])=[N:11][NH:10][C:7]2=[N:8][CH:9]=1)([O-:3])=[O:2].C(N(CC)CC)C.[C:21](O[C:21]([O:23][C:24]([CH3:27])([CH3:26])[CH3:25])=[O:22])([O:23][C:24]([CH3:27])([CH3:26])[CH3:25])=[O:22]. (6) Given the product [NH2:22][C:12]1[CH:13]=[C:14]([O:17][CH2:18][CH2:19][O:20][CH3:21])[CH:15]=[CH:16][C:11]=1[C:9]([NH:8][C@H:7]([C:25]([O:27][CH3:28])=[O:26])[C@@H:6]([CH3:29])[O:5][C:2]([CH3:3])([CH3:4])[CH3:1])=[O:10], predict the reactants needed to synthesize it. The reactants are: [CH3:1][C:2]([O:5][C@H:6]([CH3:29])[C@@H:7]([C:25]([O:27][CH3:28])=[O:26])[NH:8][C:9]([C:11]1[CH:16]=[CH:15][C:14]([O:17][CH2:18][CH2:19][O:20][CH3:21])=[CH:13][C:12]=1[N+:22]([O-])=O)=[O:10])([CH3:4])[CH3:3].